From a dataset of Peptide-MHC class II binding affinity with 134,281 pairs from IEDB. Regression. Given a peptide amino acid sequence and an MHC pseudo amino acid sequence, predict their binding affinity value. This is MHC class II binding data. (1) The peptide sequence is RPMFKHDLMMGYAWI. The MHC is DRB1_0101 with pseudo-sequence DRB1_0101. The binding affinity (normalized) is 0.706. (2) The peptide sequence is YVVIGLLFMILTVAA. The MHC is DRB1_1501 with pseudo-sequence DRB1_1501. The binding affinity (normalized) is 0. (3) The peptide sequence is QKLIEDVNASFRAAM. The MHC is HLA-DPA10301-DPB10402 with pseudo-sequence HLA-DPA10301-DPB10402. The binding affinity (normalized) is 0.232. (4) The peptide sequence is VWKRELNLLDKRQFE. The MHC is DRB1_0301 with pseudo-sequence DRB1_0301. The binding affinity (normalized) is 0.529. (5) The peptide sequence is RVEIQIRTILQSLWA. The MHC is HLA-DQA10102-DQB10602 with pseudo-sequence HLA-DQA10102-DQB10602. The binding affinity (normalized) is 0.198. (6) The peptide sequence is AAATAGTNVYGAFAA. The MHC is HLA-DQA10401-DQB10402 with pseudo-sequence HLA-DQA10401-DQB10402. The binding affinity (normalized) is 0.431. (7) The peptide sequence is WMTGRMGERQLQKIE. The MHC is DRB3_0301 with pseudo-sequence DRB3_0301. The binding affinity (normalized) is 0.306. (8) The peptide sequence is KMPMYIAGYKTFDGR. The MHC is HLA-DPA10103-DPB10401 with pseudo-sequence HLA-DPA10103-DPB10401. The binding affinity (normalized) is 0.228. (9) The peptide sequence is LLVTFKNAHAKKPEV. The MHC is DRB1_1101 with pseudo-sequence DRB1_1101. The binding affinity (normalized) is 0.633. (10) The MHC is DRB1_0404 with pseudo-sequence DRB1_0404. The peptide sequence is TAGVFAAPTLMSFLR. The binding affinity (normalized) is 0.984.